The task is: Regression. Given a target protein amino acid sequence and a drug SMILES string, predict the binding affinity score between them. We predict pIC50 (pIC50 = -log10(IC50 in M); higher means more potent). Dataset: bindingdb_ic50.. This data is from Drug-target binding data from BindingDB using IC50 measurements. (1) The drug is O=c1[nH]c2ccc(Br)cc2c(=O)n1CCCn1ccnc1. The target protein (P49430) has sequence MEVLGLLKFEVSGTVVTVTLSVVLLALLKWYSTSAFSRLRKLGIRHPEPSPFVGNLMFFRQGFWESHLELRERYGPLCGYYLGRRMYIVISDPDMIKEVLVENFSNFSNRMASGLEPKLIADSVLMLRDRRWEEVRGALMSAFSPEKLNEMTPLISQACELLLSHLKHSAASGDAFDIQRCYCCFTTNVVASVAFGIEVNSQDAPEDPFVQHCQRVFAFSTPRPLLALILSFPSIMVPLARILPNKNRDELNGFFNTLIRNVIALRDKQTAEERRGDFLQMVLDAQRSMSSVGVEAFDMVTEALSSAECMGDPPQRCHPTSTAKPLTVDEIAGQAFLFLIAGHEITTNTLSFITYLLATHPECQERLLKEVDLFMEKHPAPEYCNLQEGLPYLDMVVAETLRMYPPAFRFTREAAQDCEVLGQHIPAGSVLEIAVGALHHDPEHWPNPETFDPERFTAEARLQQKPFTYLPFGAGPRSCLGVRLGLLVVKLTLLQVLHKF.... The pIC50 is 7.0. (2) The small molecule is C[C@@H]1NC(=O)[C@@H]([C@@H](C)O)NC(=O)CNC(=O)[C@@H](Cc2cnc[nH]2)NC(=O)[C@H](Cc2c[nH]c3ccccc23)NC(=O)[C@@H](CC(N)=O)NC(=O)CNC(=O)[C@H](CC(=O)N[C@@H](Cc2c[nH]c3ccccc23)C(=O)N[C@@H](Cc2ccccc2)C(=O)N[C@@H](Cc2ccccc2)C(=O)N[C@@H](CC(N)=O)C(=O)N[C@@H](Cc2ccc(O)cc2)C(=O)N[C@@H](Cc2ccc(O)cc2)C(=O)N[C@@H](Cc2c[nH]c3ccccc23)C(=O)O)NC(=O)[C@H]2CCCN2C1=O. The target protein (P25101) has sequence METLCLRASFWLALVGCVISDNPERYSTNLSNHVDDFTTFRGTELSFLVTTHQPTNLVLPSNGSMHNYCPQQTKITSAFKYINTVISCTIFIVGMVGNATLLRIIYQNKCMRNGPNALIASLALGDLIYVVIDLPINVFKLLAGRWPFDHNDFGVFLCKLFPFLQKSSVGITVLNLCALSVDRYRAVASWSRVQGIGIPLVTAIEIVSIWILSFILAIPEAIGFVMVPFEYRGEQHKTCMLNATSKFMEFYQDVKDWWLFGFYFCMPLVCTAIFYTLMTCEMLNRRNGSLRIALSEHLKQRREVAKTVFCLVVIFALCWFPLHLSRILKKTVYNEMDKNRCELLSFLLLMDYIGINLATMNSCINPIALYFVSKKFKNCFQSCLCCCCYQSKSLMTSVPMNGTSIQWKNHDQNNHNTDRSSHKDSMN. The pIC50 is 5.3. (3) The compound is NCCC(=O)N[C@H]1CC[C@H](NC(=O)c2cccnc2O)CC1. The target protein (Q9H7B4) has sequence MEPLKVEKFATAKRGNGLRAVTPLRPGELLFRSDPLAYTVCKGSRGVVCDRCLLGKEKLMRCSQCRVAKYCSAKCQKKAWPDHKRECKCLKSCKPRYPPDSVRLLGRVVFKLMDGAPSESEKLYSFYDLESNINKLTEDKKEGLRQLVMTFQHFMREEIQDASQLPPAFDLFEAFAKVICNSFTICNAEMQEVGVGLYPSISLLNHSCDPNCSIVFNGPHLLLRAVRDIEVGEELTICYLDMLMTSEERRKQLRDQYCFECDCFRCQTQDKDADMLTGDEQVWKEVQESLKKIEELKAHWKWEQVLAMCQAIISSNSERLPDINIYQLKVLDCAMDACINLGLLEEALFYGTRTMEPYRIFFPGSHPVRGVQVMKVGKLQLHQGMFPQAMKNLRLAFDIMRVTHGREHSLIEDLILLLEECDANIRAS. The pIC50 is 4.3. (4) The compound is Cc1nc(Nc2ccncc2)c2oc3ccccc3c2n1. The target is TRQARRNRRRRWRERQR. The pIC50 is 4.1. (5) The drug is Oc1ccc([C@@H]2Sc3cc(O)cc(Cl)c3O[C@@H]2c2ccc(OCCN3CCCCC3)cc2)cc1. The target protein (P03372) has sequence MTMTLHTKASGMALLHQIQGNELEPLNRPQLKIPLERPLGEVYLDSSKPAVYNYPEGAAYEFNAAAAANAQVYGQTGLPYGPGSEAAAFGSNGLGGFPPLNSVSPSPLMLLHPPPQLSPFLQPHGQQVPYYLENEPSGYTVREAGPPAFYRPNSDNRRQGGRERLASTNDKGSMAMESAKETRYCAVCNDYASGYHYGVWSCEGCKAFFKRSIQGHNDYMCPATNQCTIDKNRRKSCQACRLRKCYEVGMMKGGIRKDRRGGRMLKHKRQRDDGEGRGEVGSAGDMRAANLWPSPLMIKRSKKNSLALSLTADQMVSALLDAEPPILYSEYDPTRPFSEASMMGLLTNLADRELVHMINWAKRVPGFVDLTLHDQVHLLECAWLEILMIGLVWRSMEHPGKLLFAPNLLLDRNQGKCVEGMVEIFDMLLATSSRFRMMNLQGEEFVCLKSIILLNSGVYTFLSSTLKSLEEKDHIHRVLDKITDTLIHLMAKAGLTLQQQ.... The pIC50 is 7.6. (6) The drug is Cc1cccc(N2CCN(S(=O)(=O)c3ccc4c(c3)CCN4C(=O)CCC(=O)O)CC2)c1C. The target protein (P28562) has sequence MVMEVGTLDAGGLRALLGERAAQCLLLDCRSFFAFNAGHIAGSVNVRFSTIVRRRAKGAMGLEHIVPNAELRGRLLAGAYHAVVLLDERSAALDGAKRDGTLALAAGALCREARAAQVFFLKGGYEAFSASCPELCSKQSTPMGLSLPLSTSVPDSAESGCSSCSTPLYDQGGPVEILPFLYLGSAYHASRKDMLDALGITALINVSANCPNHFEGHYQYKSIPVEDNHKADISSWFNEAIDFIDSIKNAGGRVFVHCQAGISRSATICLAYLMRTNRVKLDEAFEFVKQRRSIISPNFSFMGQLLQFESQVLAPHCSAEAGSPAMAVLDRGTSTTTVFNFPVSIPVHSTNSALSYLQSPITTSPSC. The pIC50 is 4.3. (7) The small molecule is CCS(=O)(=O)N(C)[C@@H]1CCN(c2ncnc3[nH]ccc23)C1. The target protein sequence is LFTPDYELLTENDMLPNMRIGALGFSGAFEDRDPTQFEERHLKFLQQLGKGNFGSVEMCRYDPLQDNTGEVVAVKKLQHSTEEHLRDFEREIEILKSLQHDNIVKYKGVCYSAGRRNLKLIMEYLPYGSLRDYLQKHKERIDHIKLLQYTSQICKGMEYLGTKRYIHRDLATRNILVENENRVKIGDFGLTKVLPQDKEYYKVKEPGESPIFWYAPESLTESKFSVASDVWSFGVVLYELFTYIEKSKSPPAEFMRMIGNDKQGQMIVFHLIELLKNNGRLPRPDGCPDEIYMIMTECWNNNVNQRPSFRDLALRVDQIRDNMAG. The pIC50 is 9.8. (8) The compound is CCc1c2c(nc3ccccc13)-c1cc3c(c(=O)n1C2)COC(=O)[C@]3(O)CC. The target protein (Q04750) has sequence MSGDHLHNDSQIEADFRLNDSHKHKDKHKDREHRHKEHKKDKDKDREKSKHSNSEHKDSEKKHKEKEKTKHKDGSSEKHKDKHKDRDKERRKEEKIRAAGDAKIKKEKENGFSSPPRIKDEPEDDGYFAPPKEDIKPLKRLRDEDDADYKPKKIKTEDIKKEKKRKSEEEEDGKLKKPKNKDKDKKVAEPDNKKKKPKKEEEQKWKWWEEERYPEGIKWKFLEHKGPVFAPPYEPLPESVKFYYDGKVMKLSPKAEEVATFFAKMLDHEYTTKEIFRKNFFKDWRKEMTNDEKNTITNLSKCDFTQMSQYFKAQSEARKQMSKEEKLKIKEENEKLLKEYGFCVMDNHRERIANFKIEPPGLFRGRGNHPKMGMLKRRIMPEDIIINCSKDAKVPSPPPGHKWKEVRHDNKVTWLVSWTENIQGSIKYIMLNPSSRIKGEKDWQKYETARRLKKCVDKIRNQYREDWKSKEMKVRQRAVALYFIDKLALRAGNEKEEGET.... The pIC50 is 5.4. (9) The drug is O=C(c1cc2cc(Cl)ccc2[nH]1)N1CCC2(CC1)CN(Cc1ccc(C(F)(F)F)cc1)C2. The target protein (P32249) has sequence MDIQMANNFTPPSATPQGNDCDLYAHHSTARIVMPLHYSLVFIIGLVGNLLALVVIVQNRKKINSTTLYSTNLVISDILFTTALPTRIAYYAMGFDWRIGDALCRITALVFYINTYAGVNFMTCLSIDRFIAVVHPLRYNKIKRIEHAKGVCIFVWILVFAQTLPLLINPMSKQEAERITCMEYPNFEETKSLPWILLGACFIGYVLPLIIILICYSQICCKLFRTAKQNPLTEKSGVNKKALNTIILIIVVFVLCFTPYHVAIIQHMIKKLRFSNFLECSQRHSFQISLHFTVCLMNFNCCMDPFIYFFACKGYKRKVMRMLKRQVSVSISSAVKSAPEENSREMTETQMMIHSKSSNGK. The pIC50 is 7.9. (10) The drug is Cc1ncc(F)cc1NC(=O)C[C@H](C(=O)N[C@@H]1C(=O)N2CC3(CC3)CN2C(=O)c2ccccc21)C1CC1. The target protein sequence is MGLLHSLHAPAAALLWSCLLGLSAAQEAILHASANGVSSLSKDYCMYYNNNWTRLPSSLENATSLSLMNLTGTPLCHLSDIPPDGIKNKAVVVHWGPCHFLEKAKIAQEGGAAALLIANNSVLIPSSRNKSAFQNVTILIAVITQKDFNDMKETLGDDITVKMYSPSWPNFDYTLVVIFVIAVFTVALGGYWSGLIELESMKAVEDAEDREARKKKEDYLTFSPLTVVLFVVICCVMIVLLYFFYKWLVYVMIAIFCIASATSLYNCLAALIHRMPCGQCTILCCGKNIKVSLIFLSGLCISVAVVWAVFRNEDRWAWILQDILGIAFCLNLIKTMKLPNFMSCVILLGLLLIYDVFFVFITPFITKNGESIMVELAAGPFENAEKNDGNFVEATALHSAPHEKLPVVIRVPKLMDYSVMSVCSVPVSVLGFGDIIVPGLLIAYCRRFDVQTGSSIYYISSTIAYAVGMIITFVVLMVMKTGQPALLYLVPCTLITASIV.... The pIC50 is 7.2.